Dataset: Catalyst prediction with 721,799 reactions and 888 catalyst types from USPTO. Task: Predict which catalyst facilitates the given reaction. (1) Reactant: [F:1][C:2]1[CH:3]=[CH:4][C:5]([N+:25]([O-:27])=[O:26])=[C:6]([CH:24]=1)[O:7][C@@H:8]1[CH2:12][O:11][C@@H:10]2[C@H:13](OS(C(F)(F)F)(=O)=O)[CH2:14][O:15][C@H:9]12.[C-:28]#[N:29].[K+].C1OCCOCCOCCOCCOCCOC1. Product: [F:1][C:2]1[CH:3]=[CH:4][C:5]([N+:25]([O-:27])=[O:26])=[C:6]([CH:24]=1)[O:7][C@H:8]1[C@H:9]2[O:15][CH2:14][C@H:13]([C:28]#[N:29])[C@H:10]2[O:11][CH2:12]1. The catalyst class is: 1. (2) Reactant: [O:1]=[C:2]1[NH:25][C:24]2[CH:26]=[CH:27][CH:28]=[CH:29][C:23]=2[C:4]2([CH2:9][CH2:8][N:7]([CH:10]3[CH2:15][CH2:14][N:13](C(OC(C)(C)C)=O)[CH2:12][CH2:11]3)[CH2:6][CH2:5]2)[O:3]1. Product: [NH:13]1[CH2:14][CH2:15][CH:10]([N:7]2[CH2:8][CH2:9][C:4]3([O:3][C:2](=[O:1])[NH:25][C:24]4[CH:26]=[CH:27][CH:28]=[CH:29][C:23]3=4)[CH2:5][CH2:6]2)[CH2:11][CH2:12]1. The catalyst class is: 33. (3) Reactant: [CH:1]([C:3]1[C:8](I)=[CH:7][CH:6]=[CH:5][C:4]=1[N:10]1[CH:14]=[C:13]([C:15]#[N:16])[C:12]([NH:17][C:18]2[CH:23]=[CH:22][C:21]([C:24]([N:26]3[CH2:31][CH2:30][O:29][CH2:28][CH2:27]3)=[O:25])=[CH:20][CH:19]=2)=[N:11]1)=[O:2].[C:32]([C:36]1[CH:37]=[C:38]2[C:43](=[CH:44][CH:45]=1)[C:42](=[O:46])[NH:41][N:40]=[CH:39]2)([CH3:35])([CH3:34])[CH3:33].C(=O)(O)[O-].[Na+]. Product: [C:32]([C:36]1[CH:37]=[C:38]2[C:43](=[CH:44][CH:45]=1)[C:42](=[O:46])[N:41]([C:8]1[C:3]([CH:1]=[O:2])=[C:4]([N:10]3[CH:14]=[C:13]([C:15]#[N:16])[C:12]([NH:17][C:18]4[CH:23]=[CH:22][C:21]([C:24]([N:26]5[CH2:31][CH2:30][O:29][CH2:28][CH2:27]5)=[O:25])=[CH:20][CH:19]=4)=[N:11]3)[CH:5]=[CH:6][CH:7]=1)[N:40]=[CH:39]2)([CH3:35])([CH3:33])[CH3:34]. The catalyst class is: 16.